This data is from Forward reaction prediction with 1.9M reactions from USPTO patents (1976-2016). The task is: Predict the product of the given reaction. (1) Given the reactants [H-].[Na+].[C:3]([C:6]1[CH:11]=[CH:10][CH:9]=[CH:8][CH:7]=1)(=[O:5])[CH3:4].Cl[C:13]1[C:18]([Cl:19])=[CH:17][C:16]([C:20]([F:23])([F:22])[F:21])=[CH:15][N:14]=1.Cl, predict the reaction product. The product is: [Cl:19][C:18]1[C:13]([CH2:4][C:3]([C:6]2[CH:11]=[CH:10][CH:9]=[CH:8][CH:7]=2)=[O:5])=[N:14][CH:15]=[C:16]([C:20]([F:22])([F:21])[F:23])[CH:17]=1. (2) Given the reactants [N:1]([CH2:4][CH2:5][CH2:6][OH:7])=[N+:2]=[N-:3].C(N(CC)CC)C.[CH2:15]([S:27][C:28]([S:30][C:31]([CH3:36])([CH3:35])[C:32](Cl)=[O:33])=[S:29])[CH2:16][CH2:17][CH2:18][CH2:19][CH2:20][CH2:21][CH2:22][CH2:23][CH2:24][CH2:25][CH3:26], predict the reaction product. The product is: [N:1]([CH2:4][CH2:5][CH2:6][O:7][C:32](=[O:33])[C:31]([S:30][C:28]([S:27][CH2:15][CH2:16][CH2:17][CH2:18][CH2:19][CH2:20][CH2:21][CH2:22][CH2:23][CH2:24][CH2:25][CH3:26])=[S:29])([CH3:36])[CH3:35])=[N+:2]=[N-:3]. (3) The product is: [CH3:1][O:2][C:3]1[CH:4]=[CH:5][C:6]([CH2:21][CH:22]2[S:26][C:25](=[O:27])[NH:24][C:23]2=[O:28])=[C:7]2[C:12]=1[N:11]([CH2:13][CH:14]1[CH2:15][CH2:16][N:17]([CH:32]3[CH2:33][CH2:34][O:29][CH2:30][CH2:31]3)[CH2:18][CH2:19]1)[C:10](=[O:20])[CH2:9][CH2:8]2. Given the reactants [CH3:1][O:2][C:3]1[CH:4]=[CH:5][C:6]([CH2:21][CH:22]2[S:26][C:25](=[O:27])[NH:24][C:23]2=[O:28])=[C:7]2[C:12]=1[N:11]([CH2:13][CH:14]1[CH2:19][CH2:18][NH:17][CH2:16][CH2:15]1)[C:10](=[O:20])[CH2:9][CH2:8]2.[O:29]1[CH2:34][CH2:33][C:32](=O)[CH2:31][CH2:30]1.C(O[BH-](OC(=O)C)OC(=O)C)(=O)C.[Na+].CCN(C(C)C)C(C)C, predict the reaction product. (4) Given the reactants Cl[C:2]1[C:11]2[C:6](=[CH:7][CH:8]=[C:9]([CH3:12])[CH:10]=2)[N:5]=[C:4]([N:13]2[CH2:19][C:18]3[CH:20]=[CH:21][CH:22]=[CH:23][C:17]=3[S:16](=[O:25])(=[O:24])[CH2:15][CH2:14]2)[CH:3]=1.[F:26][C@@H:27]1[CH2:31][NH:30][CH2:29][C@H:28]1[NH:32]C(=O)OC(C)(C)C, predict the reaction product. The product is: [O:24]=[S:16]1(=[O:25])[C:17]2[CH:23]=[CH:22][CH:21]=[CH:20][C:18]=2[CH2:19][N:13]([C:4]2[CH:3]=[C:2]([N:30]3[CH2:31][C@@H:27]([F:26])[C@H:28]([NH2:32])[CH2:29]3)[C:11]3[C:6](=[CH:7][CH:8]=[C:9]([CH3:12])[CH:10]=3)[N:5]=2)[CH2:14][CH2:15]1. (5) Given the reactants [C:1]12([CH2:8][Mg]Br)[CH2:7][CH:4]([CH2:5][CH2:6]1)[CH:3]=[CH:2]2.[CH:11]([CH:13](Cl)[C:14]1[CH:19]=[CH:18][CH:17]=[CH:16][CH:15]=1)=[CH2:12], predict the reaction product. The product is: [C:1]12([CH2:8][CH2:12][CH:11]=[CH:13][C:14]3[CH:19]=[CH:18][CH:17]=[CH:16][CH:15]=3)[CH2:7][CH:4]([CH2:5][CH2:6]1)[CH:3]=[CH:2]2. (6) Given the reactants [CH3:1][C:2]1([CH3:14])[C:10]2[CH:9]=[N:8][C:7](N)=[N:6][C:5]=2[C:4]([CH3:13])([CH3:12])[O:3]1.N([O-])=O.[Na+].[Cl:19]CCl, predict the reaction product. The product is: [Cl:19][C:7]1[N:8]=[CH:9][C:10]2[C:2]([CH3:14])([CH3:1])[O:3][C:4]([CH3:13])([CH3:12])[C:5]=2[N:6]=1. (7) Given the reactants [CH:1]([C:4]1[CH:5]=[C:6]([CH:9]=[C:10]([CH:14]([CH3:16])[CH3:15])[C:11]=1[O:12][CH3:13])[CH:7]=O)([CH3:3])[CH3:2].[CH2:17]([C:19]1[CH:20]=[C:21]2[C:25](=[CH:26][CH:27]=1)[NH:24][C:23](=[O:28])[CH2:22]2)[CH3:18], predict the reaction product. The product is: [CH:1]([C:4]1[CH:5]=[C:6]([CH:9]=[C:10]([CH:14]([CH3:16])[CH3:15])[C:11]=1[O:12][CH3:13])[CH:7]=[C:22]1[C:21]2[C:25](=[CH:26][CH:27]=[C:19]([CH2:17][CH3:18])[CH:20]=2)[NH:24][C:23]1=[O:28])([CH3:3])[CH3:2].